Dataset: Catalyst prediction with 721,799 reactions and 888 catalyst types from USPTO. Task: Predict which catalyst facilitates the given reaction. (1) The catalyst class is: 29. Reactant: [N+:1]([C:4]1[CH:5]=[N:6][C:7]([NH:10][C:11](=[O:18])[C:12]2[CH:17]=[CH:16][CH:15]=[CH:14][CH:13]=2)=[N:8][CH:9]=1)([O-])=O. Product: [NH2:1][C:4]1[CH:5]=[N:6][C:7]([NH:10][C:11](=[O:18])[C:12]2[CH:17]=[CH:16][CH:15]=[CH:14][CH:13]=2)=[N:8][CH:9]=1. (2) Product: [CH2:22]([N:14]1[C:15]2[C:11](=[CH:10][C:9]([C:5]3[CH:4]=[C:3]([CH3:20])[CH:8]=[CH:7][CH:6]=3)=[CH:17][CH:16]=2)[C:12]([CH:18]=[O:19])=[CH:13]1)[CH2:23][CH2:24][CH2:25][CH2:26][CH2:27][CH2:28][CH3:29]. Reactant: [H-].[Na+].[C:3]1([CH3:20])[CH:8]=[CH:7][CH:6]=[C:5]([C:9]2[CH:10]=[C:11]3[C:15](=[CH:16][CH:17]=2)[NH:14][CH:13]=[C:12]3[CH:18]=[O:19])[CH:4]=1.Br[CH2:22][CH2:23][CH2:24][CH2:25][CH2:26][CH2:27][CH2:28][CH3:29].O. The catalyst class is: 16. (3) Reactant: [CH3:1][O:2][C:3]1[CH:11]=[CH:10][C:6]([C:7]([OH:9])=O)=[CH:5][CH:4]=1.C(C1NC=CN=1)(C1NC=CN=1)=O.O/[N:25]=[C:26](\[NH2:46])/[C:27]1[CH:32]=[CH:31][C:30]([C:33]2[NH:37][C:36]3[CH:38]=[CH:39][C:40]([C:42]([F:45])([F:44])[F:43])=[CH:41][C:35]=3[N:34]=2)=[CH:29][CH:28]=1. Product: [CH3:1][O:2][C:3]1[CH:4]=[CH:5][C:6]([C:7]2[O:9][N:46]=[C:26]([C:27]3[CH:32]=[CH:31][C:30]([C:33]4[NH:37][C:36]5[CH:38]=[CH:39][C:40]([C:42]([F:45])([F:44])[F:43])=[CH:41][C:35]=5[N:34]=4)=[CH:29][CH:28]=3)[N:25]=2)=[CH:10][CH:11]=1. The catalyst class is: 3. (4) Reactant: C(NC(C)C)(C)C.[Li].[O:9]=[C:10]1[CH2:15][CH2:14][N:13]([C:16]([O:18][C:19]([CH3:22])([CH3:21])[CH3:20])=[O:17])[CH2:12][CH2:11]1.C1C=CC(N([S:30]([C:33]([F:36])([F:35])[F:34])(=[O:32])=[O:31])[S:30]([C:33]([F:36])([F:35])[F:34])(=[O:32])=[O:31])=CC=1. Product: [F:34][C:33]([F:36])([F:35])[S:30]([O:9][C:10]1[CH2:15][CH2:14][N:13]([C:16]([O:18][C:19]([CH3:22])([CH3:21])[CH3:20])=[O:17])[CH2:12][CH:11]=1)(=[O:32])=[O:31]. The catalyst class is: 7. (5) Reactant: Br[CH2:2][C:3]([C:5]1[CH:10]=[CH:9][C:8]([C:11]2[CH:16]=[CH:15][CH:14]=[CH:13][N:12]=2)=[C:7]([O:17][CH3:18])[CH:6]=1)=O.[NH2:19][C:20]1[S:21][CH:22]=[C:23]([CH3:25])[N:24]=1. Product: [CH3:18][O:17][C:7]1[CH:6]=[C:5]([C:3]2[N:19]=[C:20]3[N:24]([CH:2]=2)[C:23]([CH3:25])=[CH:22][S:21]3)[CH:10]=[CH:9][C:8]=1[C:11]1[CH:16]=[CH:15][CH:14]=[CH:13][N:12]=1. The catalyst class is: 8.